From a dataset of Full USPTO retrosynthesis dataset with 1.9M reactions from patents (1976-2016). Predict the reactants needed to synthesize the given product. (1) Given the product [CH2:3]([N:5]1[CH2:6][CH2:7][N:8]([CH2:11][C:12]2[CH:42]=[CH:41][C:15]([C:16]([O:17][CH3:45])=[O:1])=[CH:14][C:13]=2[CH3:43])[CH2:9][CH2:10]1)[CH3:4], predict the reactants needed to synthesize it. The reactants are: [OH-:1].[Na+].[CH2:3]([N:5]1[CH2:10][CH2:9][N:8]([CH2:11][C:12]2[CH:42]=[CH:41][C:15]([C:16](N[C@H]3[C@H]4[C@@H]3OC3C=CC(OC5C6CCC(=O)NC=6N=CC=5)=CC=34)=[O:17])=[CH:14][C:13]=2[CH3:43])[CH2:7][CH2:6]1)[CH3:4].Cl.[CH3:45]O.O. (2) Given the product [NH2:17][C:9]1[C:8]2[N:18]=[C:5]([CH2:4][OH:3])[N:6]([CH2:19][C:20]3[O:24][N:23]=[C:22]([C:25]4[CH:30]=[CH:29][C:28]([F:31])=[CH:27][CH:26]=4)[CH:21]=3)[C:7]=2[C:16]2[N:15]=[CH:14][CH:13]=[CH:12][C:11]=2[N:10]=1, predict the reactants needed to synthesize it. The reactants are: C([O:3][CH2:4][C:5]1[N:6]([CH2:19][C:20]2[O:24][N:23]=[C:22]([C:25]3[CH:30]=[CH:29][C:28]([F:31])=[CH:27][CH:26]=3)[CH:21]=2)[C:7]2[C:16]3[N:15]=[CH:14][CH:13]=[CH:12][C:11]=3[N:10]=[C:9]([NH2:17])[C:8]=2[N:18]=1)C.B(Br)(Br)Br.CO. (3) The reactants are: [CH:1]([C:3]1[S:7][C:6]([C:8]([OH:10])=O)=[CH:5][C:4]=1[CH3:11])=[O:2].[OH:12][CH2:13][C:14]([NH:16][CH2:17][CH:18]([OH:33])[CH2:19][O:20][C:21]1[C:26]([CH3:27])=[CH:25][C:24]([C:28](=[NH:31])[NH:29]O)=[CH:23][C:22]=1[CH3:32])=[O:15]. Given the product [CH:1]([C:3]1[S:7][C:6]([C:8]2[O:10][N:31]=[C:28]([C:24]3[CH:23]=[C:22]([CH3:32])[C:21]([O:20][CH2:19][CH:18]([OH:33])[CH2:17][NH:16][C:14](=[O:15])[CH2:13][OH:12])=[C:26]([CH3:27])[CH:25]=3)[N:29]=2)=[CH:5][C:4]=1[CH3:11])=[O:2], predict the reactants needed to synthesize it. (4) Given the product [C:1]1([C:13]2[CH:18]=[CH:17][CH:16]=[CH:15][CH:14]=2)[CH:6]=[CH:5][C:4]([NH:7][C:8](=[O:12])[C:9]([N:32]2[CH2:31][CH2:30][N:29]([C:27](=[O:28])[C:22]3[CH:23]=[CH:24][CH:25]=[CH:26][C:21]=3[Br:20])[CH2:34][CH2:33]2)=[O:10])=[CH:3][CH:2]=1, predict the reactants needed to synthesize it. The reactants are: [C:1]1([C:13]2[CH:18]=[CH:17][CH:16]=[CH:15][CH:14]=2)[CH:6]=[CH:5][C:4]([NH:7][C:8](=[O:12])[C:9](Cl)=[O:10])=[CH:3][CH:2]=1.Cl.[Br:20][C:21]1[CH:26]=[CH:25][CH:24]=[CH:23][C:22]=1[C:27]([N:29]1[CH2:34][CH2:33][NH:32][CH2:31][CH2:30]1)=[O:28].BrC1C=CC=CC=1C(O)=O.CCN(C(C)C)C(C)C. (5) Given the product [CH3:22][O:23][C:24]1[CH:31]=[CH:30][CH:29]=[CH:28][C:25]=1[CH2:26][NH:27][CH2:18][C:17]1[CH:20]=[CH:21][C:14]([C:12]2[O:11][N:10]=[C:9]([CH2:1][CH2:2][CH2:3][CH2:4][CH2:5][CH2:6][CH2:7][CH3:8])[N:13]=2)=[CH:15][CH:16]=1, predict the reactants needed to synthesize it. The reactants are: [CH2:1]([C:9]1[N:13]=[C:12]([C:14]2[CH:21]=[CH:20][C:17]([CH:18]=O)=[CH:16][CH:15]=2)[O:11][N:10]=1)[CH2:2][CH2:3][CH2:4][CH2:5][CH2:6][CH2:7][CH3:8].[CH3:22][O:23][C:24]1[CH:31]=[CH:30][CH:29]=[CH:28][C:25]=1[CH2:26][NH2:27]. (6) Given the product [C:17](=[O:18])([O:19][CH:20]([CH3:21])[CH2:22][CH3:23])[O:12][C:11](=[O:13])[CH2:10][O:3][C:4]1[CH:9]=[CH:8][CH:7]=[CH:6][CH:5]=1, predict the reactants needed to synthesize it. The reactants are: [Na+].[Cl-].[O:3]([CH2:10][C:11]([OH:13])=[O:12])[C:4]1[CH:9]=[CH:8][CH:7]=[CH:6][CH:5]=1.[OH-].[Na+].Cl[C:17]([O:19][CH:20]([CH2:22][CH3:23])[CH3:21])=[O:18]. (7) Given the product [CH3:3][O:4][C:5](=[O:29])[C:6]1[CH:7]=[C:8]([C:22]2[CH:27]=[CH:26][C:25]([CH3:28])=[CH:24][N:23]=2)[CH:9]=[C:10]([C:34]2[C:33]([CH:30]([CH3:32])[CH3:31])=[N:37][S:36][N:35]=2)[CH:11]=1, predict the reactants needed to synthesize it. The reactants are: [Cl-].[Li+].[CH3:3][O:4][C:5](=[O:29])[C:6]1[CH:11]=[C:10]([Sn](CCC)(CCC)CCC)[CH:9]=[C:8]([C:22]2[CH:27]=[CH:26][C:25]([CH3:28])=[CH:24][N:23]=2)[CH:7]=1.[CH:30]([C:33]1[C:34](OS(C(F)(F)F)(=O)=O)=[N:35][S:36][N:37]=1)([CH3:32])[CH3:31]. (8) Given the product [Cl:25][P:26]([Cl:27])[O:24][C:20]1[CH:19]=[C:18]([C:14]2[N:13]([C:5]3[C:6]([CH:10]([CH3:12])[CH3:11])=[CH:7][CH:8]=[CH:9][C:4]=3[CH:1]([CH3:2])[CH3:3])[CH:17]=[CH:16][N:15]=2)[CH:23]=[CH:22][CH:21]=1, predict the reactants needed to synthesize it. The reactants are: [CH:1]([C:4]1[CH:9]=[CH:8][CH:7]=[C:6]([CH:10]([CH3:12])[CH3:11])[C:5]=1[N:13]1[CH:17]=[CH:16][N:15]=[C:14]1[C:18]1[CH:19]=[C:20]([OH:24])[CH:21]=[CH:22][CH:23]=1)([CH3:3])[CH3:2].[Cl:25][P:26](Cl)[Cl:27].C(N(CC)CC)C. (9) Given the product [O:20]=[C:18]([N:68]1[CH2:69][CH2:70][N:65]([CH2:64][CH:62]2[CH2:61][C:60]3[CH:71]=[C:56]([C:55]([F:73])([F:54])[F:72])[CH:57]=[CH:58][C:59]=3[O:63]2)[CH2:66][CH2:67]1)[CH2:17][O:16][CH:13]1[CH2:12][CH2:11][CH:10]([NH:9][C:6]2[CH:7]=[CH:8][C:3]([C:1]#[N:2])=[C:4]([C:21]([F:23])([F:22])[F:24])[CH:5]=2)[CH2:15][CH2:14]1, predict the reactants needed to synthesize it. The reactants are: [C:1]([C:3]1[CH:8]=[CH:7][C:6]([NH:9][CH:10]2[CH2:15][CH2:14][CH:13]([O:16][CH2:17][C:18]([OH:20])=O)[CH2:12][CH2:11]2)=[CH:5][C:4]=1[C:21]([F:24])([F:23])[F:22])#[N:2].CCN=C=NCCCN(C)C.Cl.C1C=CC2N(O)N=NC=2C=1.C(N(CC)CC)C.[F:54][C:55]([F:73])([F:72])[C:56]1[CH:57]=[CH:58][C:59]2[O:63][CH:62]([CH2:64][N:65]3[CH2:70][CH2:69][NH:68][CH2:67][CH2:66]3)[CH2:61][C:60]=2[CH:71]=1. (10) Given the product [F:39][C:27]1[CH:28]=[C:29]([N:32]2[CH:37]=[CH:36][CH:35]=[CH:34][C:33]2=[O:38])[CH:30]=[CH:31][C:26]=1[NH:25][C:23]([CH2:22][N:1]1[C:9]2[C:4](=[CH:5][CH:6]=[CH:7][CH:8]=2)[CH:3]([NH:10][C:11]([C:13]2[S:14][C:15]([Cl:18])=[CH:16][CH:17]=2)=[O:12])[CH2:2]1)=[O:24], predict the reactants needed to synthesize it. The reactants are: [NH:1]1[C:9]2[C:4](=[CH:5][CH:6]=[CH:7][CH:8]=2)[CH:3]([NH:10][C:11]([C:13]2[S:14][C:15]([Cl:18])=[CH:16][CH:17]=2)=[O:12])[CH2:2]1.[H-].[Na+].Br[CH2:22][C:23]([NH:25][C:26]1[CH:31]=[CH:30][C:29]([N:32]2[CH:37]=[CH:36][CH:35]=[CH:34][C:33]2=[O:38])=[CH:28][C:27]=1[F:39])=[O:24].